This data is from Forward reaction prediction with 1.9M reactions from USPTO patents (1976-2016). The task is: Predict the product of the given reaction. (1) Given the reactants [F:1][C:2]1[CH:7]=[CH:6][CH:5]=[CH:4][C:3]=1[CH2:8][CH2:9][CH2:10][C:11]([OH:13])=O.S(Cl)(Cl)=O.[Cl-].[Al+3].[Cl-].[Cl-], predict the reaction product. The product is: [F:1][C:2]1[CH:7]=[CH:6][CH:5]=[C:4]2[C:3]=1[CH2:8][CH2:9][CH2:10][C:11]2=[O:13]. (2) Given the reactants C(OC([NH:8][C@@H:9]1[CH2:17][C:16]2[C:11](=[CH:12][CH:13]=[CH:14][CH:15]=2)[C@H:10]1[C:18]([CH2:27][CH2:28][O:29][CH2:30][CH3:31])([C:23]([O:25][CH3:26])=[O:24])[C:19]([O:21][CH3:22])=[O:20])=O)(C)(C)C.[ClH:32], predict the reaction product. The product is: [ClH:32].[NH2:8][C@@H:9]1[CH2:17][C:16]2[C:11](=[CH:12][CH:13]=[CH:14][CH:15]=2)[C@H:10]1[C:18]([CH2:27][CH2:28][O:29][CH2:30][CH3:31])([C:23]([O:25][CH3:26])=[O:24])[C:19]([O:21][CH3:22])=[O:20]. (3) Given the reactants C([O-])(=O)CCCCCCC.[Ni+2:11].C([O-])(=O)CCCCCCC.[F:22][Sb-:23]([F:28])([F:27])([F:26])([F:25])[F:24].[H+], predict the reaction product. The product is: [F:22][Sb-:23]([F:28])([F:27])([F:26])([F:25])[F:24].[F:22][Sb-:23]([F:28])([F:27])([F:26])([F:25])[F:24].[Ni+2:11]. (4) Given the reactants C(O[C:4](OCC)([C:7]1[CH:12]=[CH:11][N:10]=[CH:9][CH:8]=1)[CH2:5][NH2:6])C.[C:16](=[NH:22])(OCC)[CH2:17][CH3:18], predict the reaction product. The product is: [CH2:17]([C:16]1[NH:6][CH:5]=[C:4]([C:7]2[CH:8]=[CH:9][N:10]=[CH:11][CH:12]=2)[N:22]=1)[CH3:18]. (5) Given the reactants [OH:1][C:2]1[CH:3]=[C:4]([CH:14]=[C:15]([O:17][CH:18]([CH3:20])[CH3:19])[CH:16]=1)[C:5]([NH:7][C:8]1[CH:12]=[CH:11][N:10]([CH3:13])[N:9]=1)=[O:6].C(=O)([O-])[O-].[K+].[K+].Cl[C:28]1[N:29]=[CH:30][C:31]([C:34]#[N:35])=[N:32][CH:33]=1.C(OCC)C, predict the reaction product. The product is: [C:34]([C:31]1[N:32]=[CH:33][C:28]([O:1][C:2]2[CH:3]=[C:4]([CH:14]=[C:15]([O:17][CH:18]([CH3:20])[CH3:19])[CH:16]=2)[C:5]([NH:7][C:8]2[CH:12]=[CH:11][N:10]([CH3:13])[N:9]=2)=[O:6])=[N:29][CH:30]=1)#[N:35]. (6) Given the reactants [F:1][C:2]1[CH:3]=[C:4]([C@@:9]23[O:17][CH2:16][O:15][C@@H:10]2[CH2:11][NH:12][CH2:13][CH2:14]3)[CH:5]=[C:6]([F:8])[CH:7]=1.[CH3:18][O:19][C:20]1[CH:21]=[C:22]([CH:26]=[CH:27][C:28]=1[O:29][CH2:30][CH2:31][O:32][C:33]([F:36])([F:35])[F:34])[C:23](O)=[O:24].CN(C(ON1N=NC2C=CC=NC1=2)=[N+](C)C)C.F[P-](F)(F)(F)(F)F.C(N(CC)CC)C.[Na+].[Cl-], predict the reaction product. The product is: [F:1][C:2]1[CH:3]=[C:4]([C@@:9]23[O:17][CH2:16][O:15][C@@H:10]2[CH2:11][N:12]([C:23]([C:22]2[CH:26]=[CH:27][C:28]([O:29][CH2:30][CH2:31][O:32][C:33]([F:36])([F:35])[F:34])=[C:20]([O:19][CH3:18])[CH:21]=2)=[O:24])[CH2:13][CH2:14]3)[CH:5]=[C:6]([F:8])[CH:7]=1. (7) Given the reactants [C:1]([C:5]1[CH:9]=[C:8]([NH2:10])[N:7]([C:11]2[CH:16]=[CH:15][C:14]([CH3:17])=[CH:13][CH:12]=2)[N:6]=1)([CH3:4])([CH3:3])[CH3:2].C1N=CN([C:23](N2C=NC=C2)=[O:24])C=1.[NH2:30][C:31]1[C:40]2[C:35](=[CH:36][CH:37]=[CH:38][CH:39]=2)[C:34]([O:41][CH2:42][CH:43]([C:45]2[CH:50]=[CH:49][N:48]=[C:47]([NH:51][C:52](=[O:58])[O:53][C:54]([CH3:57])([CH3:56])[CH3:55])[CH:46]=2)[CH3:44])=[CH:33][CH:32]=1, predict the reaction product. The product is: [C:1]([C:5]1[CH:9]=[C:8]([NH:10][C:23](=[O:24])[NH:30][C:31]2[C:40]3[C:35](=[CH:36][CH:37]=[CH:38][CH:39]=3)[C:34]([O:41][CH2:42][CH:43]([C:45]3[CH:50]=[CH:49][N:48]=[C:47]([NH:51][C:52](=[O:58])[O:53][C:54]([CH3:57])([CH3:56])[CH3:55])[CH:46]=3)[CH3:44])=[CH:33][CH:32]=2)[N:7]([C:11]2[CH:12]=[CH:13][C:14]([CH3:17])=[CH:15][CH:16]=2)[N:6]=1)([CH3:4])([CH3:3])[CH3:2]. (8) Given the reactants [F:1][C:2]1[CH:3]=[CH:4][C:5]([O:30]C)=[C:6]([C:8]([CH3:29])([CH3:28])[CH2:9][C:10]([C:24]([F:27])([F:26])[F:25])([OH:23])[CH2:11][NH:12][C:13]2[C:22]3[C:17](=[CH:18][CH:19]=[CH:20][CH:21]=3)[CH:16]=[CH:15][N:14]=2)[CH:7]=1.B(Br)(Br)Br.C(Cl)Cl, predict the reaction product. The product is: [F:1][C:2]1[CH:3]=[CH:4][C:5]([OH:30])=[C:6]([C:8]([CH3:28])([CH3:29])[CH2:9][C:10]([C:24]([F:25])([F:26])[F:27])([OH:23])[CH2:11][NH:12][C:13]2[C:22]3[C:17](=[CH:18][CH:19]=[CH:20][CH:21]=3)[CH:16]=[CH:15][N:14]=2)[CH:7]=1. (9) Given the reactants [F:1][C:2]1[CH:7]=[CH:6][CH:5]=[CH:4][C:3]=1[N:8]1[C:16]2[C:11](=[C:12]([N:17]3[CH2:21][CH2:20][NH:19][C:18]3=[O:22])[CH:13]=[CH:14][CH:15]=2)[CH:10]=[N:9]1.[H-].[Na+].Cl[CH2:26][C:27]1[O:28][C:29]([CH:32]2[CH2:34][CH2:33]2)=[N:30][N:31]=1, predict the reaction product. The product is: [CH:32]1([C:29]2[O:28][C:27]([CH2:26][N:19]3[CH2:20][CH2:21][N:17]([C:12]4[CH:13]=[CH:14][CH:15]=[C:16]5[C:11]=4[CH:10]=[N:9][N:8]5[C:3]4[CH:4]=[CH:5][CH:6]=[CH:7][C:2]=4[F:1])[C:18]3=[O:22])=[N:31][N:30]=2)[CH2:34][CH2:33]1.